Predict which catalyst facilitates the given reaction. From a dataset of Catalyst prediction with 721,799 reactions and 888 catalyst types from USPTO. Reactant: Cl[C:2]1[C:11]([C:12]([O:14][CH2:15][CH3:16])=[O:13])=[C:10]([OH:17])[C:9]2[C:8](=[O:18])[CH2:7][C:6]3([CH2:21][CH2:20][CH2:19]3)[CH2:5][C:4]=2[N:3]=1.[C:22](=[O:25])([O-])[O-].[Cs+].[Cs+]. The catalyst class is: 12. Product: [O:25]1[CH2:22][CH:5]=[C:4]([C:2]2[C:11]([C:12]([O:14][CH2:15][CH3:16])=[O:13])=[C:10]([OH:17])[C:9]3[C:8](=[O:18])[CH2:7][C:6]4([CH2:21][CH2:20][CH2:19]4)[CH2:5][C:4]=3[N:3]=2)[CH2:9][CH2:8]1.